Task: Predict the product of the given reaction.. Dataset: Forward reaction prediction with 1.9M reactions from USPTO patents (1976-2016) (1) Given the reactants [CH2:1]=[C:2]1[CH2:8][CH:7]2[N:9]([C:10]([O:12][C:13]([CH3:16])([CH3:15])[CH3:14])=[O:11])[CH:4]([CH2:5][CH2:6]2)[CH2:3]1.[OH-:17].[Na+].OO, predict the reaction product. The product is: [OH:17][CH2:1][CH:2]1[CH2:3][CH:4]2[N:9]([C:10]([O:12][C:13]([CH3:16])([CH3:15])[CH3:14])=[O:11])[CH:7]([CH2:6][CH2:5]2)[CH2:8]1. (2) Given the reactants [C:1]([Mg]Br)#[CH:2].[NH:5]1[CH:9]=[N:8][C:7]([C:10](=[O:12])[CH3:11])=[N:6]1, predict the reaction product. The product is: [NH:5]1[CH:9]=[N:8][C:7]([C:10]([OH:12])([C:1]#[CH:2])[CH3:11])=[N:6]1. (3) Given the reactants [CH3:1][C:2]1[C:7]([NH:8][C:9](=[O:15])[O:10][C:11]([CH3:14])([CH3:13])[CH3:12])=[C:6]([CH3:16])[N:5]=[C:4]([O:17][CH2:18][C:19]([N:21]([CH3:28])[CH:22]2[CH2:27][CH2:26][NH:25][CH2:24][CH2:23]2)=[O:20])[N:3]=1.[CH2:29](Br)[CH:30]1[O:34][CH2:33][CH2:32][CH2:31]1, predict the reaction product. The product is: [CH3:16][C:6]1[C:7]([NH:8][C:9](=[O:15])[O:10][C:11]([CH3:14])([CH3:12])[CH3:13])=[C:2]([CH3:1])[N:3]=[C:4]([O:17][CH2:18][C:19]([N:21]([CH3:28])[CH:22]2[CH2:23][CH2:24][N:25]([CH2:29][CH:30]3[CH2:31][CH2:32][CH2:33][O:34]3)[CH2:26][CH2:27]2)=[O:20])[N:5]=1. (4) Given the reactants [Br:1][C:2]1[CH:3]=[C:4]([NH2:17])[C:5]2[C:9]([CH:10]=1)=[N:8][N:7]([CH:11]1[CH2:16][CH2:15][CH2:14][CH2:13][O:12]1)[CH:6]=2.N1C=CC=CC=1.[Cl:24][CH2:25][C:26]1[S:27][CH:28]=[C:29]([C:31](Cl)=[O:32])[N:30]=1.C(=O)(O)[O-].[Na+], predict the reaction product. The product is: [Br:1][C:2]1[CH:3]=[C:4]([NH:17][C:31]([C:29]2[N:30]=[C:26]([CH2:25][Cl:24])[S:27][CH:28]=2)=[O:32])[C:5]2[C:9]([CH:10]=1)=[N:8][N:7]([CH:11]1[CH2:16][CH2:15][CH2:14][CH2:13][O:12]1)[CH:6]=2. (5) Given the reactants [C:1]([C:3]1[CH:8]=[CH:7][C:6](B(O)O)=[CH:5][CH:4]=1)#[N:2].[N:12]1[C:20]2[C:15](=[N:16][CH:17]=[CH:18][CH:19]=2)[N:14]([C:21]2[CH:26]=[CH:25][C:24]([CH2:27][C:28]([NH:30][C:31]3[CH:36]=[CH:35][C:34](I)=[C:33]([C:38]([F:41])([F:40])[F:39])[CH:32]=3)=[O:29])=[CH:23][CH:22]=2)[CH:13]=1.C([O-])([O-])=O.[Na+].[Na+], predict the reaction product. The product is: [C:1]([C:3]1[CH:8]=[CH:7][C:6]([C:34]2[C:33]([C:38]([F:39])([F:40])[F:41])=[CH:32][C:31]([NH:30][C:28](=[O:29])[CH2:27][C:24]3[CH:23]=[CH:22][C:21]([N:14]4[C:15]5=[N:16][CH:17]=[CH:18][CH:19]=[C:20]5[N:12]=[CH:13]4)=[CH:26][CH:25]=3)=[CH:36][CH:35]=2)=[CH:5][CH:4]=1)#[N:2]. (6) Given the reactants C(NC(C)C)(C)C.C([Li])CCC.CN(C)S(=O)(=O)O[C:17]1[CH:22]=[C:21]([O:23][CH3:24])[C:20]([O:25][CH3:26])=[CH:19][C:18]=1[CH2:27][CH2:28][C:29]#[N:30].O, predict the reaction product. The product is: [CH3:26][O:25][C:20]1[CH:19]=[C:18]2[C:17](=[CH:22][C:21]=1[O:23][CH3:24])[CH:28]([C:29]#[N:30])[CH2:27]2. (7) Given the reactants [N+:1]([C:4]1[CH:9]=[CH:8][C:7]([OH:10])=[CH:6][CH:5]=1)([O-:3])=[O:2].C([O-])([O-])=O.[K+].[K+].[I-].[Na+].[CH3:19][O:20][C:21](=[O:27])[CH2:22][O:23][CH2:24][CH2:25]Br, predict the reaction product. The product is: [CH3:19][O:20][C:21](=[O:27])[CH2:22][O:23][CH2:24][CH2:25][O:10][C:7]1[CH:8]=[CH:9][C:4]([N+:1]([O-:3])=[O:2])=[CH:5][CH:6]=1.